Task: Predict the reaction yield, written as a fraction of the theoretical maximum amount of product (1.0 means a 100% yield; for example, 0.34 means a 34% yield).. Dataset: Reaction yield outcomes from USPTO patents with 853,638 reactions The reactants are [CH:1]1([C:7]2[N:11]3[C:12]4[CH:18]=[CH:17][N:16](S(C5C=CC(C)=CC=5)(=O)=O)[C:13]=4[N:14]=[CH:15][C:10]3=[C:9]([CH2:29][CH2:30][C:31]([O:33]CC)=[O:32])[N:8]=2)[CH2:6][CH2:5][CH2:4][CH2:3][CH2:2]1.[OH-].[Na+].Cl. The yield is 0.260. The product is [CH:1]1([C:7]2[N:11]3[C:12]4[CH:18]=[CH:17][NH:16][C:13]=4[N:14]=[CH:15][C:10]3=[C:9]([CH2:29][CH2:30][C:31]([OH:33])=[O:32])[N:8]=2)[CH2:2][CH2:3][CH2:4][CH2:5][CH2:6]1. The catalyst is O1CCOCC1.